Dataset: Reaction yield outcomes from USPTO patents with 853,638 reactions. Task: Predict the reaction yield, written as a fraction of the theoretical maximum amount of product (1.0 means a 100% yield; for example, 0.34 means a 34% yield). (1) The reactants are [CH3:1][N:2]([CH3:28])[C:3]1([C:22]2[CH:27]=[CH:26][CH:25]=[CH:24][CH:23]=2)[CH2:8][CH2:7][C:6](=[CH:9][C:10]([NH:12][CH2:13][CH2:14][CH2:15][C:16]2[CH:21]=[CH:20][CH:19]=[CH:18][CH:17]=2)=[O:11])[CH2:5][CH2:4]1.[Cl:29][Si](C)(C)C. The catalyst is CC(CC)=O. The product is [ClH:29].[CH3:28][N:2]([CH3:1])[C:3]1([C:22]2[CH:27]=[CH:26][CH:25]=[CH:24][CH:23]=2)[CH2:8][CH2:7][C:6](=[CH:9][C:10]([NH:12][CH2:13][CH2:14][CH2:15][C:16]2[CH:21]=[CH:20][CH:19]=[CH:18][CH:17]=2)=[O:11])[CH2:5][CH2:4]1. The yield is 0.950. (2) The reactants are [NH2:1][C:2]1[C:3]2[C:13]([O:14][CH2:15][C@@H:16]3[C@@H:23]4[C@@H:19]([O:20]C(C)(C)[O:22]4)[C@H:18]([O:26]C)[O:17]3)=[CH:12][CH:11]=[CH:10][C:4]=2[NH:5][S:6](=[O:9])(=[O:8])[N:7]=1.FC(F)(F)C(O)=O. The catalyst is O. The product is [NH2:1][C:2]1[C:3]2[C:13]([O:14][CH2:15][C@@H:16]3[C@@H:23]([OH:22])[C@@H:19]([OH:20])[CH:18]([OH:26])[O:17]3)=[CH:12][CH:11]=[CH:10][C:4]=2[NH:5][S:6](=[O:8])(=[O:9])[N:7]=1. The yield is 1.00. (3) The reactants are [CH3:1][C:2]1[NH:3][C:4](=[O:26])[C:5]([CH2:11][C:12]2[CH:17]=[CH:16][C:15]([C:18]3[C:19]([C:24]#[N:25])=[CH:20][CH:21]=[CH:22][CH:23]=3)=[CH:14][CH:13]=2)=[C:6]([CH2:8][CH2:9][CH3:10])[N:7]=1.N(C(N1CCCCC1)=O)=NC(N1CCCCC1)=O.C(P(CCCC)CCCC)CCC.[N:58]1[CH:63]=[CH:62][CH:61]=[CH:60][C:59]=1[CH2:64]O. The catalyst is O1CCCC1. The product is [CH3:1][C:2]1[N:3]([CH2:64][C:59]2[CH:60]=[CH:61][CH:62]=[CH:63][N:58]=2)[C:4](=[O:26])[C:5]([CH2:11][C:12]2[CH:17]=[CH:16][C:15]([C:18]3[C:19]([C:24]#[N:25])=[CH:20][CH:21]=[CH:22][CH:23]=3)=[CH:14][CH:13]=2)=[C:6]([CH2:8][CH2:9][CH3:10])[N:7]=1. The yield is 0.310. (4) The reactants are Br[C:2]1[CH:7]=[CH:6][C:5]([CH:8]2[CH2:13][N:12]([CH3:14])[CH2:11][CH2:10][N:9]2[CH2:15][CH2:16][C:17]2[CH:18]=[N:19][N:20]3[CH:25]=[CH:24][CH:23]=[CH:22][C:21]=23)=[CH:4][CH:3]=1.[C:26]([O:30][CH3:31])(=[O:29])[CH:27]=[CH2:28].CN(C1CCCCC1)C1CCCCC1. The catalyst is O1CCOCC1.C1C=CC(/C=C/C(/C=C/C2C=CC=CC=2)=O)=CC=1.C1C=CC(/C=C/C(/C=C/C2C=CC=CC=2)=O)=CC=1.C1C=CC(/C=C/C(/C=C/C2C=CC=CC=2)=O)=CC=1.[Pd].[Pd].C(P(C(C)(C)C)C(C)(C)C)(C)(C)C.F[B-](F)(F)F. The product is [CH3:31][O:30][C:26](=[O:29])/[CH:27]=[CH:28]/[C:2]1[CH:7]=[CH:6][C:5]([CH:8]2[CH2:13][N:12]([CH3:14])[CH2:11][CH2:10][N:9]2[CH2:15][CH2:16][C:17]2[CH:18]=[N:19][N:20]3[CH:25]=[CH:24][CH:23]=[CH:22][C:21]=23)=[CH:4][CH:3]=1. The yield is 0.970. (5) The reactants are [Br:1][C:2]1[CH:3]=[CH:4][CH:5]=[C:6]2[C:11]=1[N:10]=[C:9](Cl)[N:8]=[CH:7]2.[C:13]1([C:19](B(O)O)=[CH2:20])[CH:18]=[CH:17][CH:16]=[CH:15][CH:14]=1.C(=O)([O-])[O-].[K+].[K+]. The catalyst is C1(C)C=CC=CC=1.C1C=CC([P]([Pd]([P](C2C=CC=CC=2)(C2C=CC=CC=2)C2C=CC=CC=2)([P](C2C=CC=CC=2)(C2C=CC=CC=2)C2C=CC=CC=2)[P](C2C=CC=CC=2)(C2C=CC=CC=2)C2C=CC=CC=2)(C2C=CC=CC=2)C2C=CC=CC=2)=CC=1. The product is [Br:1][C:2]1[CH:3]=[CH:4][CH:5]=[C:6]2[C:11]=1[N:10]=[C:9]([C:19]([C:13]1[CH:18]=[CH:17][CH:16]=[CH:15][CH:14]=1)=[CH2:20])[N:8]=[CH:7]2. The yield is 0.150. (6) The reactants are O=C1[CH2:5][CH:4]([C:6]([OH:8])=[O:7])[CH2:3]1.[CH:9]([O:14][CH3:15])([O:12][CH3:13])OC.O.[C:17]1(C)C=CC(S(O)(=O)=O)=CC=1. The catalyst is CO. The product is [CH3:17][O:8][C:6]([CH:4]1[CH2:3][C:9]([O:12][CH3:13])([O:14][CH3:15])[CH2:5]1)=[O:7]. The yield is 0.970. (7) The reactants are [CH3:1][C:2]([OH:4])=[O:3].[F:5][C:6]1C=[CH:12][C:11]([CH:14]2[C:27]3[CH:26]=[CH:25][C:24]4[C:19](=[N:20][CH:21]=[CH:22][CH:23]=4)[C:18]=3[NH:17][S:16](=[O:29])(=[O:28])[N:15]2[CH3:30])=[CH:10][C:7]=1C=O.[C-:31]#N.[Na+]. The yield is 0.930. The catalyst is CO.O=[Mn]=O. The product is [CH3:31][O:3][C:2](=[O:4])[C:1]1[CH:12]=[C:11]([CH:14]2[C:27]3[CH:26]=[CH:25][C:24]4[C:19](=[N:20][CH:21]=[CH:22][CH:23]=4)[C:18]=3[NH:17][S:16](=[O:28])(=[O:29])[N:15]2[CH3:30])[CH:10]=[CH:7][C:6]=1[F:5]. (8) The reactants are [CH3:1][C:2]1[N:3]=[C:4]([NH:7][C:8]2[CH:13]=[C:12]([O:14][C:15]3[CH:23]=[CH:22][CH:21]=[CH:20][C:16]=3[C:17]([OH:19])=O)[CH:11]=[CH:10][N:9]=2)[S:5][CH:6]=1.C(N(CC)CC)C.C([Cl:36])(=O)OCC.[CH3:37][NH:38][CH2:39][CH2:40][N:41]([CH3:43])[CH3:42]. The catalyst is C1COCC1. The product is [ClH:36].[ClH:36].[CH3:42][N:41]([CH3:43])[CH2:40][CH2:39][N:38]([CH3:37])[C:17](=[O:19])[C:16]1[CH:20]=[CH:21][CH:22]=[CH:23][C:15]=1[O:14][C:12]1[CH:11]=[CH:10][N:9]=[C:8]([NH:7][C:4]2[S:5][CH:6]=[C:2]([CH3:1])[N:3]=2)[CH:13]=1. The yield is 0.448. (9) The reactants are C([O:5]C([N:8]1[CH2:17][CH2:16][C:15]2[C:14]([O:18][C:19]3[CH:20]=[C:21]4[C:25](=[CH:26][CH:27]=3)[N:24]([C:28](=[O:40])[NH:29][C:30]3[CH:35]=[CH:34][CH:33]=[C:32]([C:36]([F:39])([F:38])[F:37])[CH:31]=3)[CH:23]=[CH:22]4)=[N:13][CH:12]=[N:11][C:10]=2[CH:9]1[CH3:41])=O)(C)(C)C.C(O)(C(F)(F)F)=O. The product is [NH4+:8].[OH-:5].[F:39][C:36]([F:37])([F:38])[C:32]1[CH:31]=[C:30]([NH:29][C:28]([N:24]2[C:25]3[C:21](=[CH:20][C:19]([O:18][C:14]4[C:15]5[CH2:16][CH2:17][NH:8][CH:9]([CH3:41])[C:10]=5[N:11]=[CH:12][N:13]=4)=[CH:27][CH:26]=3)[CH:22]=[CH:23]2)=[O:40])[CH:35]=[CH:34][CH:33]=1. The catalyst is C(Cl)Cl. The yield is 0.00100.